This data is from Experimental lipophilicity measurements (octanol/water distribution) for 4,200 compounds from AstraZeneca. The task is: Regression/Classification. Given a drug SMILES string, predict its absorption, distribution, metabolism, or excretion properties. Task type varies by dataset: regression for continuous measurements (e.g., permeability, clearance, half-life) or binary classification for categorical outcomes (e.g., BBB penetration, CYP inhibition). For this dataset (lipophilicity_astrazeneca), we predict Y. (1) The drug is CCn1c2ccccc2c2cc(NC(C)=O)ccc21. The Y is 3.50 logD. (2) The compound is C[C@H]1CN(C(=O)OC(C)(C)C)CCN1c1ncc(OCc2ccc(S(C)(=O)=O)cc2)cn1. The Y is 3.50 logD. (3) The compound is Cc1cc(N)c2cc(NC(=O)CCC(=O)Nc3ccc4nc(C)cc(N)c4c3)ccc2n1. The Y is 1.39 logD. (4) The compound is CC1(C)CCC(c2ccc(Cl)cc2)=C(CN2CCN(c3ccc(C(=O)NS(=O)(=O)c4ccc(N[C@H](CCN5CCOCC5)CSc5ccccc5)c(S(=O)(=O)C(F)(F)F)c4)cc3)CC2)C1. The Y is 0.640 logD. (5) The drug is Cc1ccccc1N1C(=O)c2cc(S(N)(=O)=O)c(Cl)cc2NC1C. The Y is 1.64 logD. (6) The compound is COC(=O)COc1ccc(C(=O)Nc2ccc(F)cc2)cn1. The Y is 2.43 logD.